From a dataset of Catalyst prediction with 721,799 reactions and 888 catalyst types from USPTO. Predict which catalyst facilitates the given reaction. (1) Product: [CH2:3]([C:9]1[CH:10]=[C:11]2[C:16](=[CH:17][CH:18]=1)[C:15]([C:19]([OH:21])=[O:20])=[CH:14][CH:13]=[CH:12]2)[CH2:4][CH2:5][CH2:6][CH2:7][CH3:8]. The catalyst class is: 1. Reactant: [OH-].[Li+].[CH2:3]([C:9]1[CH:10]=[C:11]2[C:16](=[CH:17][CH:18]=1)[C:15]([C:19]([O:21]C)=[O:20])=[CH:14][CH:13]=[CH:12]2)[CH2:4][CH2:5][CH2:6][CH2:7][CH3:8]. (2) Reactant: II.[CH2:3]([O:10][C:11]1[CH:18]=[CH:17][C:14]([CH:15]=O)=[C:13]([N+:19]([O-:21])=[O:20])[C:12]=1[O:22][CH3:23])[C:4]1[CH:9]=[CH:8][CH:7]=[CH:6][CH:5]=1.[OH-].[NH4+:25].S([O-])([O-])=O.[Na+].[Na+]. Product: [CH2:3]([O:10][C:11]1[CH:18]=[CH:17][C:14]([C:15]#[N:25])=[C:13]([N+:19]([O-:21])=[O:20])[C:12]=1[O:22][CH3:23])[C:4]1[CH:9]=[CH:8][CH:7]=[CH:6][CH:5]=1. The catalyst class is: 1. (3) Reactant: [Br:1][C:2]1[CH:11]=[CH:10][C:5]([C:6]([NH:8][NH2:9])=[O:7])=[CH:4][CH:3]=1.[C:12](Cl)(=[O:19])[C:13]1[CH:18]=[CH:17][CH:16]=[CH:15][CH:14]=1. Product: [C:12]([NH:9][NH:8][C:6](=[O:7])[C:5]1[CH:10]=[CH:11][C:2]([Br:1])=[CH:3][CH:4]=1)(=[O:19])[C:13]1[CH:18]=[CH:17][CH:16]=[CH:15][CH:14]=1. The catalyst class is: 60. (4) Reactant: Br[C:2]1[C:3]([CH3:17])=[N:4][C:5]([N:8]2[CH2:13][C@@H:12]3[C@@H:10]([CH2:11]3)[CH:9]2[C:14]([OH:16])=[O:15])=[N:6][CH:7]=1.[F:18][C:19]([F:33])([F:32])[C:20]1[CH:28]=[C:27]2[C:23]([CH:24]=[N:25][NH:26]2)=[C:22](B(O)O)[CH:21]=1.C([O-])(O)=O.[Na+]. Product: [CH3:17][C:3]1[C:2]([C:22]2[CH:21]=[C:20]([C:19]([F:33])([F:32])[F:18])[CH:28]=[C:27]3[C:23]=2[CH:24]=[N:25][NH:26]3)=[CH:7][N:6]=[C:5]([N:8]2[CH2:13][C@@H:12]3[C@@H:10]([CH2:11]3)[CH:9]2[C:14]([OH:16])=[O:15])[N:4]=1. The catalyst class is: 75. (5) Reactant: Cl[C:2]1[C:3]2[N:10]([CH3:11])[CH:9]=[CH:8][C:4]=2[N:5]=[CH:6][N:7]=1.[NH2:12][C:13]1[CH:18]=[CH:17][C:16]([OH:19])=[CH:15][CH:14]=1.C(=O)([O-])[O-].[Cs+].[Cs+].CN1CCCC1=O. Product: [CH3:11][N:10]1[C:3]2[C:2]([O:19][C:16]3[CH:17]=[CH:18][C:13]([NH2:12])=[CH:14][CH:15]=3)=[N:7][CH:6]=[N:5][C:4]=2[CH:8]=[CH:9]1. The catalyst class is: 6. (6) Reactant: Cl[CH2:2]Cl.[NH2:4][C:5]([NH2:7])=[S:6].CO[C:10]([N:14]([CH3:16])[CH3:15])(OC)[CH3:11]. Product: [CH3:15][N:14]([CH3:16])[C:10](=[N:4][C:5](=[NH:7])[S:6][CH3:2])[CH3:11]. The catalyst class is: 27.